Predict the product of the given reaction. From a dataset of Forward reaction prediction with 1.9M reactions from USPTO patents (1976-2016). (1) Given the reactants [C:1]1([C:7]2[N:8]([N:18]=[C:19]([CH3:23])[C:20](=O)[CH3:21])[C:9]([C:12]3[CH:17]=[CH:16][CH:15]=[CH:14][CH:13]=3)=[CH:10][CH:11]=2)[CH:6]=[CH:5][CH:4]=[CH:3][CH:2]=1.CN(C=O)C.[C:29]1([C:35]2[N:36]([NH2:46])[C:37]([C:40]3[CH:45]=[CH:44][CH:43]=[CH:42][CH:41]=3)=[CH:38][CH:39]=2)[CH:34]=[CH:33][CH:32]=[CH:31][CH:30]=1.C1(C)C=CC(S(O)(=O)=O)=CC=1, predict the reaction product. The product is: [C:1]1([C:7]2[N:8]([N:18]=[C:19]([C:20](=[N:46][N:36]3[C:37]([C:40]4[CH:45]=[CH:44][CH:43]=[CH:42][CH:41]=4)=[CH:38][CH:39]=[C:35]3[C:29]3[CH:30]=[CH:31][CH:32]=[CH:33][CH:34]=3)[CH3:21])[CH3:23])[C:9]([C:12]3[CH:17]=[CH:16][CH:15]=[CH:14][CH:13]=3)=[CH:10][CH:11]=2)[CH:6]=[CH:5][CH:4]=[CH:3][CH:2]=1. (2) Given the reactants [N+:1]([C:4]1[C:13]([NH:14]C(=O)C)=[CH:12][CH:11]=[C:10]2[C:5]=1[CH2:6][CH2:7][CH2:8][O:9]2)([O-:3])=[O:2].[OH-].[Na+], predict the reaction product. The product is: [N+:1]([C:4]1[C:13]([NH2:14])=[CH:12][CH:11]=[C:10]2[C:5]=1[CH2:6][CH2:7][CH2:8][O:9]2)([O-:3])=[O:2]. (3) Given the reactants Cl.[F:2][C:3]1([F:38])[O:7][C:6]2[CH:8]=[CH:9][C:10]([C:12]3[C:17]([F:18])=[CH:16][N:15]([CH2:19][CH2:20][C@@:21]([CH3:36])([S:32]([CH3:35])(=[O:34])=[O:33])[C:22]([NH:24][O:25]C4CCCCO4)=[O:23])[C:14](=[O:37])[CH:13]=3)=[CH:11][C:5]=2[O:4]1, predict the reaction product. The product is: [F:38][C:3]1([F:2])[O:7][C:6]2[CH:8]=[CH:9][C:10]([C:12]3[C:17]([F:18])=[CH:16][N:15]([CH2:19][CH2:20][C@@:21]([CH3:36])([S:32]([CH3:35])(=[O:34])=[O:33])[C:22]([NH:24][OH:25])=[O:23])[C:14](=[O:37])[CH:13]=3)=[CH:11][C:5]=2[O:4]1. (4) Given the reactants [NH2:1][C:2]1[CH:6]=[C:5]([CH3:7])[NH:4][N:3]=1.CCN(CC)CC.[F:15][C:16]([F:27])([F:26])[C:17](O[C:17](=[O:18])[C:16]([F:27])([F:26])[F:15])=[O:18], predict the reaction product. The product is: [F:15][C:16]([F:27])([F:26])[C:17]([NH:1][C:2]1[CH:6]=[C:5]([CH3:7])[NH:4][N:3]=1)=[O:18].